This data is from Full USPTO retrosynthesis dataset with 1.9M reactions from patents (1976-2016). The task is: Predict the reactants needed to synthesize the given product. (1) Given the product [C:1]([O:4][C@@H:5]1[C@@H:10]([O:11][C:12](=[O:14])[CH3:13])[C@H:9]([O:15][C:16](=[O:18])[CH3:17])[C@@H:8]([CH2:19][O:20][C:21](=[O:23])[CH3:22])[O:7][C@H:6]1[O:24][C:25]1[C:29]([CH2:30][C:31]2[CH:36]=[CH:35][C:34]([O:37][CH2:38][CH2:39][C:40](=[O:41])[NH:48][C:49]([C:50]([O:52][CH2:53][C:54]3[CH:59]=[CH:58][CH:57]=[CH:56][CH:55]=3)=[O:51])([CH3:61])[CH3:60])=[CH:33][C:32]=2[CH3:43])=[C:28]([CH:44]([CH3:46])[CH3:45])[NH:27][N:26]=1)(=[O:3])[CH3:2], predict the reactants needed to synthesize it. The reactants are: [C:1]([O:4][C@@H:5]1[C@@H:10]([O:11][C:12](=[O:14])[CH3:13])[C@H:9]([O:15][C:16](=[O:18])[CH3:17])[C@@H:8]([CH2:19][O:20][C:21](=[O:23])[CH3:22])[O:7][C@H:6]1[O:24][C:25]1[C:29]([CH2:30][C:31]2[CH:36]=[CH:35][C:34]([O:37][CH2:38][CH2:39][C:40](O)=[O:41])=[CH:33][C:32]=2[CH3:43])=[C:28]([CH:44]([CH3:46])[CH3:45])[NH:27][N:26]=1)(=[O:3])[CH3:2].Cl.[NH2:48][C:49]([CH3:61])([CH3:60])[C:50]([O:52][CH2:53][C:54]1[CH:59]=[CH:58][CH:57]=[CH:56][CH:55]=1)=[O:51].ON1C2C=CC=CC=2N=N1.Cl.C(N=C=NCCCN(C)C)C. (2) Given the product [OH:52][CH2:51][C:50]([NH:49][S:46]([C:42]1[CH:43]=[CH:44][CH:45]=[C:40]([C:6]2[N:7]=[CH:8][N:9]([C:11]3[CH:16]=[C:15]([C:17]([F:18])([F:19])[F:20])[CH:14]=[C:13]([C:21]4[CH:26]=[CH:25][C:24]([C:27]([F:29])([F:30])[F:28])=[CH:23][CH:22]=4)[N:12]=3)[CH:10]=2)[CH:41]=1)(=[O:48])=[O:47])([CH3:54])[CH3:53], predict the reactants needed to synthesize it. The reactants are: C([Sn](CCCC)(CCCC)[C:6]1[N:7]=[CH:8][N:9]([C:11]2[CH:16]=[C:15]([C:17]([F:20])([F:19])[F:18])[CH:14]=[C:13]([C:21]3[CH:26]=[CH:25][C:24]([C:27]([F:30])([F:29])[F:28])=[CH:23][CH:22]=3)[N:12]=2)[CH:10]=1)CCC.Br[C:40]1[CH:41]=[C:42]([S:46]([NH:49][C:50]([CH3:54])([CH3:53])[CH2:51][OH:52])(=[O:48])=[O:47])[CH:43]=[CH:44][CH:45]=1.CCCCCCC. (3) Given the product [C:42]12([NH:47][C:27]([C:26]3[CH:30]=[C:22]([C:3]4[CH:4]=[C:5]5[C:10]([C:11]([NH:12][CH3:13])=[O:14])=[C:9]([C:15]6[CH:20]=[CH:19][C:18]([F:21])=[CH:17][CH:16]=6)[O:8][C:6]5=[N:7][C:2]=4[Cl:1])[CH:23]=[CH:24][C:25]=3[F:31])=[O:29])[CH2:46][CH:44]([CH2:45]1)[CH2:43]2, predict the reactants needed to synthesize it. The reactants are: [Cl:1][C:2]1[N:7]=[C:6]2[O:8][C:9]([C:15]3[CH:20]=[CH:19][C:18]([F:21])=[CH:17][CH:16]=3)=[C:10]([C:11](=[O:14])[NH:12][CH3:13])[C:5]2=[CH:4][C:3]=1[C:22]1[CH:23]=[CH:24][C:25]([F:31])=[C:26]([CH:30]=1)[C:27]([OH:29])=O.C(N(C(C)C)C(C)C)C.Cl.[C:42]12([NH2:47])[CH2:46][CH:44]([CH2:45]1)[CH2:43]2.CN(C(ON1N=NC2C=CC=NC1=2)=[N+](C)C)C.F[P-](F)(F)(F)(F)F. (4) Given the product [CH:21]([NH:20][C:8]1[CH:7]=[C:6]([CH:11]=[C:10]([N:12]2[CH2:17][CH2:16][CH2:15][CH2:14][S:13]2(=[O:19])=[O:18])[N:9]=1)[C:5]([OH:25])=[O:4])([CH2:23][CH3:24])[CH3:22], predict the reactants needed to synthesize it. The reactants are: [OH-].[Li+].C[O:4][C:5](=[O:25])[C:6]1[CH:11]=[C:10]([N:12]2[CH2:17][CH2:16][CH2:15][CH2:14][S:13]2(=[O:19])=[O:18])[N:9]=[C:8]([NH:20][CH:21]([CH2:23][CH3:24])[CH3:22])[CH:7]=1. (5) Given the product [CH3:23][N:24]([CH3:34])[S:25]([N:28]1[CH2:33][CH2:32][N:31]([C:18]([C:12]2[S:13][C:14]3[CH2:15][CH2:16][O:17][C:8]4[CH:7]=[C:6]([C:4]5[CH:3]=[N:2][NH:1][CH:5]=5)[CH:22]=[CH:21][C:9]=4[C:10]=3[N:11]=2)=[O:20])[CH2:30][CH2:29]1)(=[O:26])=[O:27], predict the reactants needed to synthesize it. The reactants are: [NH:1]1[CH:5]=[C:4]([C:6]2[CH:22]=[CH:21][C:9]3[C:10]4[N:11]=[C:12]([C:18]([OH:20])=O)[S:13][C:14]=4[CH2:15][CH2:16][O:17][C:8]=3[CH:7]=2)[CH:3]=[N:2]1.[CH3:23][N:24]([CH3:34])[S:25]([N:28]1[CH2:33][CH2:32][NH:31][CH2:30][CH2:29]1)(=[O:27])=[O:26]. (6) Given the product [CH3:30][N:26]1[CH2:27][CH2:28][CH2:29][C@@H:25]1[C:22]1[N:20]2[CH:21]=[C:16]([O:12][C@H:5]3[C:6]4[C:11](=[CH:10][CH:9]=[CH:8][CH:7]=4)[C@@H:2]([NH2:1])[CH2:3][CH2:4]3)[CH:17]=[CH:18][C:19]2=[N:24][N:23]=1, predict the reactants needed to synthesize it. The reactants are: [NH2:1][C@@H:2]1[C:11]2[C:6](=[CH:7][CH:8]=[CH:9][CH:10]=2)[C@H:5]([OH:12])[CH2:4][CH2:3]1.[H-].[Na+].F[C:16]1[CH:17]=[CH:18][C:19]2[N:20]([C:22]([C@H:25]3[CH2:29][CH2:28][CH2:27][N:26]3[CH3:30])=[N:23][N:24]=2)[CH:21]=1. (7) Given the product [NH2:8][CH:4]1[CH2:5][CH2:6][CH2:7][CH:2]([OH:1])[C:3]1([CH3:11])[CH3:10], predict the reactants needed to synthesize it. The reactants are: [OH:1][CH:2]1[CH2:7][CH2:6][CH2:5][C:4](=[N:8]O)[C:3]1([CH3:11])[CH3:10].N.